Dataset: Peptide-MHC class I binding affinity with 185,985 pairs from IEDB/IMGT. Task: Regression. Given a peptide amino acid sequence and an MHC pseudo amino acid sequence, predict their binding affinity value. This is MHC class I binding data. (1) The peptide sequence is ILRPLGIEY. The MHC is HLA-B58:01 with pseudo-sequence HLA-B58:01. The binding affinity (normalized) is 0.0847. (2) The peptide sequence is DYPDDFMDK. The MHC is HLA-A24:03 with pseudo-sequence HLA-A24:03. The binding affinity (normalized) is 0.149.